This data is from Catalyst prediction with 721,799 reactions and 888 catalyst types from USPTO. The task is: Predict which catalyst facilitates the given reaction. (1) Product: [F:20][C:2]([F:1])([C:8]1[CH:13]=[CH:12][C:11]([O:14][C:15]([F:16])([F:17])[F:18])=[CH:10][C:9]=1[F:19])[C:3]([OH:5])=[O:4]. Reactant: [F:1][C:2]([F:20])([C:8]1[CH:13]=[CH:12][C:11]([O:14][C:15]([F:18])([F:17])[F:16])=[CH:10][C:9]=1[F:19])[C:3]([O:5]CC)=[O:4].O1CCCC1.CO.O.[OH-].[Li+]. The catalyst class is: 6. (2) Reactant: [C:1]([C:3]1[CH:4]=[CH:5][C:6]2[O:10][C:9]([CH:11]([NH:18][C:19]3[CH:24]=[CH:23][C:22]([C:25]([N:27]([CH3:35])[CH2:28][CH2:29][C:30]([O:32]CC)=[O:31])=[O:26])=[CH:21][CH:20]=3)[CH:12]3[CH2:17][CH2:16][CH2:15][CH2:14][CH2:13]3)=[C:8]([CH3:36])[C:7]=2[CH:37]=1)#[N:2].O1CCCC1.[OH-].[Li+]. Product: [C:1]([C:3]1[CH:4]=[CH:5][C:6]2[O:10][C:9]([CH:11]([NH:18][C:19]3[CH:20]=[CH:21][C:22]([C:25]([N:27]([CH3:35])[CH2:28][CH2:29][C:30]([OH:32])=[O:31])=[O:26])=[CH:23][CH:24]=3)[CH:12]3[CH2:17][CH2:16][CH2:15][CH2:14][CH2:13]3)=[C:8]([CH3:36])[C:7]=2[CH:37]=1)#[N:2]. The catalyst class is: 8. (3) Reactant: [C:1]([C:3]1[C:11]2[CH:10]=[C:9]([C:12]([O:14]C)=[O:13])[S:8][C:7]=2[CH:6]=[CH:5][CH:4]=1)#N.[OH-:16].[Na+].Cl.[OH2:19]. Product: [S:8]1[C:9]([C:12]([OH:14])=[O:13])=[CH:10][C:11]2[C:3]([C:1]([OH:19])=[O:16])=[CH:4][CH:5]=[CH:6][C:7]1=2. The catalyst class is: 5. (4) Reactant: [F:1][C:2]1[CH:7]=[CH:6][C:5]([N:8]([CH3:20])[CH:9]2[CH2:12][N:11](C(OC(C)(C)C)=O)[CH2:10]2)=[C:4]([CH3:21])[CH:3]=1. Product: [F:1][C:2]1[CH:7]=[CH:6][C:5]([N:8]([CH3:20])[CH:9]2[CH2:12][NH:11][CH2:10]2)=[C:4]([CH3:21])[CH:3]=1. The catalyst class is: 4.